From a dataset of Merck oncology drug combination screen with 23,052 pairs across 39 cell lines. Regression. Given two drug SMILES strings and cell line genomic features, predict the synergy score measuring deviation from expected non-interaction effect. (1) Synergy scores: synergy=32.1. Cell line: EFM192B. Drug 2: Cc1nc(Nc2ncc(C(=O)Nc3c(C)cccc3Cl)s2)cc(N2CCN(CCO)CC2)n1. Drug 1: O=C(NOCC(O)CO)c1ccc(F)c(F)c1Nc1ccc(I)cc1F. (2) Drug 1: CC1(c2nc3c(C(N)=O)cccc3[nH]2)CCCN1. Drug 2: CNC(=O)c1cc(Oc2ccc(NC(=O)Nc3ccc(Cl)c(C(F)(F)F)c3)cc2)ccn1. Cell line: MDAMB436. Synergy scores: synergy=-0.602. (3) Drug 1: O=P1(N(CCCl)CCCl)NCCCO1. Drug 2: C=CCn1c(=O)c2cnc(Nc3ccc(N4CCN(C)CC4)cc3)nc2n1-c1cccc(C(C)(C)O)n1. Cell line: SW837. Synergy scores: synergy=4.42. (4) Drug 1: Nc1ccn(C2OC(CO)C(O)C2(F)F)c(=O)n1. Drug 2: NC1(c2ccc(-c3nc4ccn5c(=O)[nH]nc5c4cc3-c3ccccc3)cc2)CCC1. Cell line: COLO320DM. Synergy scores: synergy=15.6. (5) Drug 1: COC1=C2CC(C)CC(OC)C(O)C(C)C=C(C)C(OC(N)=O)C(OC)C=CC=C(C)C(=O)NC(=CC1=O)C2=O. Drug 2: CCc1c2c(nc3ccc(O)cc13)-c1cc3c(c(=O)n1C2)COC(=O)C3(O)CC. Cell line: COLO320DM. Synergy scores: synergy=0.0827. (6) Drug 1: CS(=O)(=O)CCNCc1ccc(-c2ccc3ncnc(Nc4ccc(OCc5cccc(F)c5)c(Cl)c4)c3c2)o1. Drug 2: NC(=O)c1cccc2cn(-c3ccc(C4CCCNC4)cc3)nc12. Cell line: A2780. Synergy scores: synergy=14.4. (7) Drug 1: CCC1=CC2CN(C1)Cc1c([nH]c3ccccc13)C(C(=O)OC)(c1cc3c(cc1OC)N(C)C1C(O)(C(=O)OC)C(OC(C)=O)C4(CC)C=CCN5CCC31C54)C2. Drug 2: NC(=O)c1cccc2cn(-c3ccc(C4CCCNC4)cc3)nc12. Cell line: A2780. Synergy scores: synergy=-15.7. (8) Drug 1: CCC1=CC2CN(C1)Cc1c([nH]c3ccccc13)C(C(=O)OC)(c1cc3c(cc1OC)N(C)C1C(O)(C(=O)OC)C(OC(C)=O)C4(CC)C=CCN5CCC31C54)C2. Drug 2: C=CCn1c(=O)c2cnc(Nc3ccc(N4CCN(C)CC4)cc3)nc2n1-c1cccc(C(C)(C)O)n1. Cell line: EFM192B. Synergy scores: synergy=-3.56. (9) Drug 1: CS(=O)(=O)CCNCc1ccc(-c2ccc3ncnc(Nc4ccc(OCc5cccc(F)c5)c(Cl)c4)c3c2)o1. Drug 2: COC1CC2CCC(C)C(O)(O2)C(=O)C(=O)N2CCCCC2C(=O)OC(C(C)CC2CCC(OP(C)(C)=O)C(OC)C2)CC(=O)C(C)C=C(C)C(O)C(OC)C(=O)C(C)CC(C)C=CC=CC=C1C. Cell line: COLO320DM. Synergy scores: synergy=23.9. (10) Cell line: OCUBM. Drug 1: NC(=O)c1cccc2cn(-c3ccc(C4CCCNC4)cc3)nc12. Drug 2: NC1CCCCC1N.O=C(O)C(=O)O.[Pt+2]. Synergy scores: synergy=19.1.